From a dataset of Full USPTO retrosynthesis dataset with 1.9M reactions from patents (1976-2016). Predict the reactants needed to synthesize the given product. (1) Given the product [CH3:11][S:12]([O:10][CH2:9][CH2:8][C:5]1[CH:6]=[CH:7][C:2]([I:1])=[CH:3][CH:4]=1)(=[O:14])=[O:13], predict the reactants needed to synthesize it. The reactants are: [I:1][C:2]1[CH:7]=[CH:6][C:5]([CH2:8][CH2:9][OH:10])=[CH:4][CH:3]=1.[CH3:11][S:12](Cl)(=[O:14])=[O:13]. (2) The reactants are: [H-].[Na+].CN(C)C=O.[F:8][C:9]([F:20])([F:19])[C:10]1[CH:18]=[CH:17][C:13]([C:14]([OH:16])=[O:15])=[CH:12][CH:11]=1.[CH2:21]([O:23][C:24](=[O:32])[CH:25](Cl)[C:26](=[O:30])[CH:27]([CH3:29])[CH3:28])[CH3:22]. Given the product [CH2:21]([O:23][C:24]([CH:25]([O:15][C:14](=[O:16])[C:13]1[CH:17]=[CH:18][C:10]([C:9]([F:19])([F:20])[F:8])=[CH:11][CH:12]=1)[C:26](=[O:30])[CH:27]([CH3:29])[CH3:28])=[O:32])[CH3:22], predict the reactants needed to synthesize it. (3) Given the product [NH2:31][C:32]1[CH:36]=[C:35]([CH3:37])[N:34]([C:5]([C:4]2[CH:8]=[CH:9][C:10]([N:11]([CH2:28][CH2:29][OH:30])[C:12]([C:14]3[S:27][C:17]4[C:18]5[CH:26]=[CH:25][CH:24]=[CH:23][C:19]=5[O:20][CH2:21][CH2:22][C:16]=4[CH:15]=3)=[O:13])=[C:2]([Cl:1])[CH:3]=2)=[O:6])[N:33]=1, predict the reactants needed to synthesize it. The reactants are: [Cl:1][C:2]1[CH:3]=[C:4]([CH:8]=[CH:9][C:10]=1[N:11]([CH2:28][CH2:29][OH:30])[C:12]([C:14]1[S:27][C:17]2[C:18]3[CH:26]=[CH:25][CH:24]=[CH:23][C:19]=3[O:20][CH2:21][CH2:22][C:16]=2[CH:15]=1)=[O:13])[C:5](O)=[O:6].[NH2:31][C:32]1[CH:36]=[C:35]([CH3:37])[NH:34][N:33]=1. (4) Given the product [C:1]([C:3]1[CH:12]=[C:11]2[C:6]([CH:7]=[CH:8][C:9]([O:13][CH:14]([CH2:23][CH3:24])[C:15]([NH:17][C:18]([CH3:21])([CH3:22])[CH2:19][O:20][CH2:34][O:35][CH3:36])=[O:16])=[CH:10]2)=[CH:5][CH:4]=1)#[CH:2], predict the reactants needed to synthesize it. The reactants are: [C:1]([C:3]1[CH:12]=[C:11]2[C:6]([CH:7]=[CH:8][C:9]([O:13][CH:14]([CH2:23][CH3:24])[C:15]([NH:17][C:18]([CH3:22])([CH3:21])[CH2:19][OH:20])=[O:16])=[CH:10]2)=[CH:5][CH:4]=1)#[CH:2].C(N(CC)C(C)C)(C)C.[CH3:34][O:35][CH2:36]Br. (5) Given the product [C:36]([O:40][C:41](=[O:50])[NH:42][CH:43]1[CH2:44][CH2:45][CH:46]([NH:49][C:18](=[O:20])[C:17]2[CH:21]=[C:22]([O:24][C:25]3[CH:26]=[CH:27][C:28]([C:31]#[N:32])=[CH:29][CH:30]=3)[CH:23]=[C:15]([O:14][CH2:13][C:12]3[CH:33]=[CH:34][CH:35]=[C:10]([CH2:9][NH:8][C:6]([O:5][C:1]([CH3:2])([CH3:4])[CH3:3])=[O:7])[CH:11]=3)[CH:16]=2)[CH2:47][CH2:48]1)([CH3:39])([CH3:37])[CH3:38], predict the reactants needed to synthesize it. The reactants are: [C:1]([O:5][C:6]([NH:8][CH2:9][C:10]1[CH:11]=[C:12]([CH:33]=[CH:34][CH:35]=1)[CH2:13][O:14][C:15]1[CH:16]=[C:17]([CH:21]=[C:22]([O:24][C:25]2[CH:30]=[CH:29][C:28]([C:31]#[N:32])=[CH:27][CH:26]=2)[CH:23]=1)[C:18]([OH:20])=O)=[O:7])([CH3:4])([CH3:3])[CH3:2].[C:36]([O:40][C:41](=[O:50])[NH:42][CH:43]1[CH2:48][CH2:47][CH:46]([NH2:49])[CH2:45][CH2:44]1)([CH3:39])([CH3:38])[CH3:37]. (6) Given the product [CH2:16]([O:15][CH2:11][CH:12]([OH:14])[CH:13]=[CH2:1])[C:17]1[CH:22]=[CH:21][CH:20]=[CH:19][CH:18]=1, predict the reactants needed to synthesize it. The reactants are: [CH2:1]([Li])CCC.[I-].C[S+](C)C.[CH2:11]([O:15][CH2:16][C:17]1[CH:22]=[CH:21][CH:20]=[CH:19][CH:18]=1)[CH:12]1[O:14][CH2:13]1.O. (7) The reactants are: [CH2:1]([N:3]1[N:7]=[N:6][C:5]([CH2:8][N:9]2[C:14]3[CH:15]=[C:16]([C:18]4[CH:23]=[C:22]([F:24])[CH:21]=[CH:20][C:19]=4[O:25][CH3:26])[S:17][C:13]=3[C:12](=[O:27])[N:11]([CH:28]3[CH2:33][CH2:32][N:31](C(OC(C)(C)C)=O)[CH2:30][CH2:29]3)[C:10]2=[O:41])=[N:4]1)[CH3:2].[ClH:42]. Given the product [ClH:42].[CH2:1]([N:3]1[N:7]=[N:6][C:5]([CH2:8][N:9]2[C:14]3[CH:15]=[C:16]([C:18]4[CH:23]=[C:22]([F:24])[CH:21]=[CH:20][C:19]=4[O:25][CH3:26])[S:17][C:13]=3[C:12](=[O:27])[N:11]([CH:28]3[CH2:33][CH2:32][NH:31][CH2:30][CH2:29]3)[C:10]2=[O:41])=[N:4]1)[CH3:2], predict the reactants needed to synthesize it. (8) Given the product [Br:31][C:16]1[CH:15]=[C:14]2[C:19]([C:20]([C:21]3[CH:26]=[CH:25][C:24]([CH3:27])=[CH:23][C:22]=3[CH3:28])=[C:11]([CH:6]([O:5][C:1]([CH3:4])([CH3:3])[CH3:2])[C:7]([OH:9])=[O:8])[N:12]([CH3:30])[C:13]2=[O:29])=[CH:18][CH:17]=1, predict the reactants needed to synthesize it. The reactants are: [C:1]([O:5][CH:6]([C:11]1[N:12]([CH3:30])[C:13](=[O:29])[C:14]2[C:19]([C:20]=1[C:21]1[CH:26]=[CH:25][C:24]([CH3:27])=[CH:23][C:22]=1[CH3:28])=[CH:18][CH:17]=[CH:16][CH:15]=2)[C:7]([O:9]C)=[O:8])([CH3:4])([CH3:3])[CH3:2].[Br:31]Br.